This data is from Full USPTO retrosynthesis dataset with 1.9M reactions from patents (1976-2016). The task is: Predict the reactants needed to synthesize the given product. Given the product [CH2:10]([O:9][N:4]1[CH2:5][CH:6]=[CH:7][CH2:8][C@@H:2]([NH:1][S:25]([C:22]2[CH:23]=[CH:24][C:19]([F:18])=[CH:20][CH:21]=2)(=[O:27])=[O:26])[C:3]1=[O:17])[C:11]1[CH:16]=[CH:15][CH:14]=[CH:13][CH:12]=1, predict the reactants needed to synthesize it. The reactants are: [NH2:1][C@@H:2]1[CH2:8][CH:7]=[CH:6][CH2:5][N:4]([O:9][CH2:10][C:11]2[CH:16]=[CH:15][CH:14]=[CH:13][CH:12]=2)[C:3]1=[O:17].[F:18][C:19]1[CH:24]=[CH:23][C:22]([S:25](Cl)(=[O:27])=[O:26])=[CH:21][CH:20]=1.S(Cl)(Cl)(=O)=O.